This data is from Forward reaction prediction with 1.9M reactions from USPTO patents (1976-2016). The task is: Predict the product of the given reaction. (1) The product is: [C:7]([O:11][C:12](=[O:27])[N:13]([C@H:15]1[CH2:16][CH2:17][C@H:18]([CH:21]=[O:26])[CH2:19][CH2:20]1)[CH3:14])([CH3:8])([CH3:10])[CH3:9]. Given the reactants [H-].[H-].[H-].[H-].[Li+].[Al+3].[C:7]([O:11][C:12](=[O:27])[N:13]([C@H:15]1[CH2:20][CH2:19][C@H:18]([C:21](=[O:26])N(OC)C)[CH2:17][CH2:16]1)[CH3:14])([CH3:10])([CH3:9])[CH3:8].OS([O-])(=O)=O.[K+], predict the reaction product. (2) Given the reactants [OH:1][C:2]1[CH:10]=[CH:9][C:5]([C:6]([NH2:8])=[O:7])=[CH:4][C:3]=1[N+:11]([O-])=O.C1CCCCC=1, predict the reaction product. The product is: [NH2:11][C:3]1[CH:4]=[C:5]([CH:9]=[CH:10][C:2]=1[OH:1])[C:6]([NH2:8])=[O:7]. (3) Given the reactants [F:1][C:2]1[CH:25]=[CH:24][C:5]([C:6]([NH:8][CH:9]([C:15](=[O:23])[C:16]2[CH:21]=[CH:20][CH:19]=[CH:18][C:17]=2[CH3:22])[C:10]([O:12][CH2:13][CH3:14])=[O:11])=[O:7])=[C:4]([C:26]([F:29])([F:28])[F:27])[CH:3]=1.C1C=CC(P(C2C(C3C(P(C4C=CC=CC=4)C4C=CC=CC=4)=CC=C4C=3C=CC=C4)=C3C(C=CC=C3)=CC=2)C2C=CC=CC=2)=CC=1, predict the reaction product. The product is: [F:1][C:2]1[CH:25]=[CH:24][C:5]([C:6]([NH:8][C@@H:9]([C@H:15]([OH:23])[C:16]2[CH:21]=[CH:20][CH:19]=[CH:18][C:17]=2[CH3:22])[C:10]([O:12][CH2:13][CH3:14])=[O:11])=[O:7])=[C:4]([C:26]([F:27])([F:28])[F:29])[CH:3]=1. (4) Given the reactants O[CH2:2][C:3]1[CH:12]=[N:11][C:10]2[N:9]3[CH2:13][CH2:14][CH2:15][C@H:8]3[C:7](=[O:16])[NH:6][C:5]=2[CH:4]=1.Cl.[Cl:18][C:19]1[CH:20]=[C:21]([CH:27]=[CH:28][C:29]=1[N:30]1[CH2:35][CH2:34][NH:33][CH2:32][CH2:31]1)[C:22]([NH:24][CH2:25][CH3:26])=[O:23].[I-].C(C[P+](C)(C)C)#N.C(N(CC)C(C)C)(C)C, predict the reaction product. The product is: [Cl:18][C:19]1[CH:20]=[C:21]([CH:27]=[CH:28][C:29]=1[N:30]1[CH2:31][CH2:32][N:33]([CH2:2][C:3]2[CH:12]=[N:11][C:10]3[N:9]4[CH2:13][CH2:14][CH2:15][C@H:8]4[C:7](=[O:16])[NH:6][C:5]=3[CH:4]=2)[CH2:34][CH2:35]1)[C:22]([NH:24][CH2:25][CH3:26])=[O:23]. (5) Given the reactants [NH2:1][C:2]1[N:7]=[C:6]([NH2:8])[C:5]([O:9][CH2:10][CH2:11][CH2:12][N:13]2[C:21]3[C:16](=[CH:17][CH:18]=[CH:19][CH:20]=3)[CH:15]=[CH:14]2)=[C:4]([CH2:22][CH3:23])[N:3]=1.[ClH:24], predict the reaction product. The product is: [ClH:24].[NH2:1][C:2]1[N:7]=[C:6]([NH2:8])[C:5]([O:9][CH2:10][CH2:11][CH2:12][N:13]2[C:21]3[C:16](=[CH:17][CH:18]=[CH:19][CH:20]=3)[CH:15]=[CH:14]2)=[C:4]([CH2:22][CH3:23])[N:3]=1. (6) Given the reactants [O:1]1[CH2:5][CH2:4][O:3][CH:2]1[CH2:6][N:7]1[C:16]2[C:11](=[N:12][CH:13]=[C:14]([OH:17])[CH:15]=2)[CH:10]=[CH:9][C:8]1=[O:18].[OH-].[Na+].CN(C)C=O.Cl[CH:27]([F:29])[F:28], predict the reaction product. The product is: [F:28][CH:27]([F:29])[O:17][C:14]1[CH:15]=[C:16]2[C:11]([CH:10]=[CH:9][C:8](=[O:18])[N:7]2[CH2:6][CH:2]2[O:1][CH2:5][CH2:4][O:3]2)=[N:12][CH:13]=1. (7) Given the reactants [NH2:1][C:2]1[CH:3]=[C:4]([C:9]2[O:10][C:11]3[C:16]([C:17](=[O:20])[C:18]=2[OH:19])=[CH:15][C:14]([CH3:21])=[CH:13][CH:12]=3)[CH:5]=[CH:6][C:7]=1[OH:8].[C:22](OC(=O)C)(=[O:24])[CH3:23], predict the reaction product. The product is: [OH:8][C:7]1[CH:6]=[CH:5][C:4]([C:9]2[O:10][C:11]3[C:16]([C:17](=[O:20])[C:18]=2[OH:19])=[CH:15][C:14]([CH3:21])=[CH:13][CH:12]=3)=[CH:3][C:2]=1[NH:1][C:22](=[O:24])[CH3:23]. (8) Given the reactants Cl.[Cl:2][C:3]1[CH:4]=[C:5]([CH3:16])[C:6]([S:11]([CH2:14][CH3:15])(=[O:13])=[O:12])=[C:7]([CH2:9][NH2:10])[CH:8]=1.[CH3:17][N:18](C(OC(C)(C)C)=O)[C@H:19]1[CH2:24][CH2:23][CH2:22][N:21]([CH2:25][C:26]2[CH:34]=[CH:33][C:29]([C:30](O)=[O:31])=[CH:28][C:27]=2[C:35]([F:38])([F:37])[F:36])[CH2:20]1, predict the reaction product. The product is: [Cl:2][C:3]1[CH:4]=[C:5]([CH3:16])[C:6]([S:11]([CH2:14][CH3:15])(=[O:13])=[O:12])=[C:7]([CH2:9][NH:10][C:30](=[O:31])[C:29]2[CH:33]=[CH:34][C:26]([CH2:25][N:21]3[CH2:22][CH2:23][CH2:24][C@H:19]([NH:18][CH3:17])[CH2:20]3)=[C:27]([C:35]([F:37])([F:36])[F:38])[CH:28]=2)[CH:8]=1. (9) Given the reactants [CH3:1][N:2]1[CH:7]=[C:6]([CH2:8][C:9]2[CH:10]=[N:11][CH:12]=[N:13][CH:14]=2)[C:5](=[O:15])[N:4]=[C:3]1SC.[Cl:18][C:19]1[CH:35]=[CH:34][C:22]([O:23][C:24]2[CH:29]=[CH:28][C:27]([CH2:30][CH2:31][NH:32][CH3:33])=[CH:26][CH:25]=2)=[CH:21][C:20]=1[C:36]([F:39])([F:38])[F:37], predict the reaction product. The product is: [Cl:18][C:19]1[CH:35]=[CH:34][C:22]([O:23][C:24]2[CH:29]=[CH:28][C:27]([CH2:30][CH2:31][N:32]([CH3:33])[C:3]3[N:2]([CH3:1])[CH:7]=[C:6]([CH2:8][C:9]4[CH:10]=[N:11][CH:12]=[N:13][CH:14]=4)[C:5](=[O:15])[N:4]=3)=[CH:26][CH:25]=2)=[CH:21][C:20]=1[C:36]([F:37])([F:38])[F:39]. (10) Given the reactants Cl[C:2]1[C:3]2[CH:11]=[C:10]([C:12]3[CH:17]=[CH:16][C:15]([F:18])=[CH:14][CH:13]=3)[S:9][C:4]=2[N:5]=[C:6]([CH3:8])[N:7]=1.[Cl:19][C:20]1[CH:21]=[C:22]([CH:24]=[CH:25][C:26]=1[F:27])[NH2:23], predict the reaction product. The product is: [Cl:19][C:20]1[CH:21]=[C:22]([NH:23][C:2]2[C:3]3[CH:11]=[C:10]([C:12]4[CH:17]=[CH:16][C:15]([F:18])=[CH:14][CH:13]=4)[S:9][C:4]=3[N:5]=[C:6]([CH3:8])[N:7]=2)[CH:24]=[CH:25][C:26]=1[F:27].